Predict the reactants needed to synthesize the given product. From a dataset of Full USPTO retrosynthesis dataset with 1.9M reactions from patents (1976-2016). (1) Given the product [Br:1][C:2]1[C:11]2[C:6](=[CH:7][CH:8]=[CH:9][CH:10]=2)[C:5]([CH:12]=[O:14])=[CH:4][CH:3]=1, predict the reactants needed to synthesize it. The reactants are: [Br:1][C:2]1[C:11]2[C:6](=[CH:7][CH:8]=[CH:9][CH:10]=2)[C:5]([CH3:12])=[CH:4][CH:3]=1.[N+]([O-])([O-])=[O:14].[Ce+3].[NH4+].[NH4+].[N+]([O-])([O-])=O.[N+]([O-])([O-])=O.[N+]([O-])([O-])=O.[N+]([O-])([O-])=O.O. (2) Given the product [Br:1][C:2]1[C:14]([Cl:24])=[CH:13][C:12]([C:15](=[O:17])[NH2:16])=[C:11]2[C:3]=1[C:4]1[CH:5]=[CH:6][C:7]([C:18]([O:20][CH2:21][CH3:22])=[O:19])=[CH:8][C:9]=1[NH:10]2, predict the reactants needed to synthesize it. The reactants are: [Br:1][C:2]1[CH:14]=[CH:13][C:12]([C:15](=[O:17])[NH2:16])=[C:11]2[C:3]=1[C:4]1[CH:5]=[CH:6][C:7]([C:18]([O:20][CH2:21][CH3:22])=[O:19])=[CH:8][C:9]=1[NH:10]2.C(Cl)(Cl)(Cl)[Cl:24].C1C(=O)N(Cl)C(=O)C1. (3) Given the product [C:1]([O:4][C@@H:5]1[C@@H:10]([O:11][C:12](=[O:14])[CH3:13])[C@H:9]([O:15][C:16](=[O:18])[CH3:17])[C@@H:8]([O:19]/[C:20](/[C:29]([O:31][CH2:32][CH3:33])=[O:30])=[CH:21]\[C:22]2[CH:27]=[CH:26][CH:25]=[C:24]([Br:39])[CH:23]=2)[O:7][C@H:6]1[CH2:34][O:35][C:36](=[O:38])[CH3:37])(=[O:3])[CH3:2], predict the reactants needed to synthesize it. The reactants are: [C:1]([O:4][C@@H:5]1[C@@H:10]([O:11][C:12](=[O:14])[CH3:13])[C@H:9]([O:15][C:16](=[O:18])[CH3:17])[C@@H:8]([O:19]/[C:20](/[C:29]([O:31][CH2:32][CH3:33])=[O:30])=[CH:21]\[C:22]2[CH:27]=[CH:26][CH:25]=[CH:24][C:23]=2F)[O:7][C@H:6]1[CH2:34][O:35][C:36](=[O:38])[CH3:37])(=[O:3])[CH3:2].[Br:39]C1C=C(CC(=O)C(OCC)=O)C=CC=1.[H-].[Na+].[Br-].C(O[C@@H]1[C@@H](OC(=O)C)[C@H](OC(=O)C)[C@@H](COC(=O)C)O[C@@H]1O)(=O)C. (4) Given the product [Br:1][C:2]1[CH:3]=[CH:4][C:5]([NH:12][CH2:13][CH2:14][CH3:15])=[C:6]([CH:11]=1)[C:7]([OH:9])=[O:8], predict the reactants needed to synthesize it. The reactants are: [Br:1][C:2]1[CH:3]=[CH:4][C:5]([NH:12][CH2:13][CH2:14][CH3:15])=[C:6]([CH:11]=1)[C:7]([O:9]C)=[O:8].[OH-].[K+].